From a dataset of Reaction yield outcomes from USPTO patents with 853,638 reactions. Predict the reaction yield, written as a fraction of the theoretical maximum amount of product (1.0 means a 100% yield; for example, 0.34 means a 34% yield). (1) The reactants are Cl.[NH2:2][CH2:3][C@@H:4]1[O:8][C:7](=[O:9])[N:6]([C:10]2[CH:11]=[C:12]3[C:16](=[CH:17][CH:18]=2)[N:15]([CH:19]=[O:20])[CH:14]([C:21]([CH3:24])([CH3:23])[CH3:22])[CH2:13]3)[CH2:5]1.C(N(CC)CC)C.[C:32](SCC)(=[S:34])[CH3:33]. The catalyst is CO. The product is [CH3:22][C:21]([CH:14]1[CH2:13][C:12]2[C:16](=[CH:17][CH:18]=[C:10]([N:6]3[CH2:5][C@H:4]([CH2:3][NH:2][C:32](=[S:34])[CH3:33])[O:8][C:7]3=[O:9])[CH:11]=2)[N:15]1[CH:19]=[O:20])([CH3:24])[CH3:23]. The yield is 0.460. (2) The reactants are [CH3:1][C:2](=[O:7])[CH2:3][C:4](=[O:6])[CH3:5].[B]=O.[O:10]1[CH2:15][CH2:14][N:13]([CH2:16][CH2:17][O:18][C:19]2[CH:26]=[CH:25][C:22]([CH:23]=O)=[CH:21][CH:20]=2)[CH2:12][CH2:11]1.[CH2:27](N)[CH2:28][CH2:29][CH3:30].[C:32]([O-:35])([O-])=O.[K+].[K+]. The catalyst is CCOC(C)=O.B(OCCCC)(OCCCC)OCCCC.C1COCC1. The product is [O:10]1[CH2:15][CH2:14][N:13]([CH2:16][CH2:17][O:18][C:19]2[CH:26]=[CH:25][C:22](/[CH:23]=[CH:1]/[C:2](=[O:7])[CH2:3][C:4](=[O:6])/[CH:5]=[CH:30]/[C:29]3[CH:21]=[CH:20][C:19]([O:18][CH2:17][CH2:16][N:13]4[CH2:14][CH2:32][O:35][CH2:11][CH2:12]4)=[CH:27][CH:28]=3)=[CH:21][CH:20]=2)[CH2:12][CH2:11]1. The yield is 0.240.